Dataset: Forward reaction prediction with 1.9M reactions from USPTO patents (1976-2016). Task: Predict the product of the given reaction. (1) The product is: [CH2:6]([O:5][C:1](=[O:8])[CH2:28][C:27]([C:23]1[CH:24]=[CH:25][CH:26]=[C:21]([S:18]([N:15]2[CH2:16][CH2:17][N:12]([CH3:11])[CH2:13][CH2:14]2)(=[O:19])=[O:20])[CH:22]=1)=[O:29])[CH3:7]. Given the reactants [C:1](=[O:8])([O:5][CH2:6][CH3:7])OCC.[H-].[Na+].[CH3:11][N:12]1[CH2:17][CH2:16][N:15]([S:18]([C:21]2[CH:22]=[C:23]([C:27](=[O:29])[CH3:28])[CH:24]=[CH:25][CH:26]=2)(=[O:20])=[O:19])[CH2:14][CH2:13]1.C(O)(=O)C, predict the reaction product. (2) Given the reactants [NH:1]1[CH:5]=[C:4]([NH:6][C:7]([C:9]2[C:17]3[C:12](=[CH:13][C:14]([C:18]4[CH:19]=[N:20][N:21]([CH:23]5[CH2:28][CH2:27][CH2:26][CH2:25][O:24]5)[CH:22]=4)=[CH:15][CH:16]=3)[N:11]([CH2:29][O:30][CH2:31][CH2:32][Si:33]([CH3:36])([CH3:35])[CH3:34])[N:10]=2)=[O:8])[CH:3]=[N:2]1.[Br:37][C:38]1[CH:39]=[C:40]([CH:43]=[CH:44][CH:45]=1)[CH2:41]Br.C(=O)([O-])[O-].[Cs+].[Cs+], predict the reaction product. The product is: [Br:37][C:38]1[CH:39]=[C:40]([CH:43]=[CH:44][CH:45]=1)[CH2:41][N:2]1[CH:3]=[C:4]([NH:6][C:7]([C:9]2[C:17]3[C:12](=[CH:13][C:14]([C:18]4[CH:19]=[N:20][N:21]([CH:23]5[CH2:28][CH2:27][CH2:26][CH2:25][O:24]5)[CH:22]=4)=[CH:15][CH:16]=3)[N:11]([CH2:29][O:30][CH2:31][CH2:32][Si:33]([CH3:36])([CH3:35])[CH3:34])[N:10]=2)=[O:8])[CH:5]=[N:1]1.